From a dataset of Full USPTO retrosynthesis dataset with 1.9M reactions from patents (1976-2016). Predict the reactants needed to synthesize the given product. (1) Given the product [OH:13][CH2:14][C:15]1[S:16][CH:5]=[C:3]([CH2:2][Cl:1])[N:17]=1, predict the reactants needed to synthesize it. The reactants are: [Cl:1][CH2:2][C:3]([CH2:5]Cl)=O.C([O:13][CH2:14][C:15]([NH2:17])=[S:16])(=O)C(C)(C)C. (2) Given the product [Cl:12][CH2:13][C@@H:14]([C:16]1[CH:21]=[CH:20][CH:19]=[C:18]([Cl:22])[CH:17]=1)[OH:15], predict the reactants needed to synthesize it. The reactants are: P([O-])([O-])([O-])=O.[K+].[K+].[K+].[Mg+2].[Cl-].[Cl-].[Cl:12][CH2:13][C:14]([C:16]1[CH:21]=[CH:20][CH:19]=[C:18]([Cl:22])[CH:17]=1)=[O:15].C1N=C(N)C2N=CN([C@@H]3O[C@H](COP(OP(OC[C@H]4O[C@@H](N5C=C(C(N)=O)CC=C5)[C@H](O)[C@@H]4O)(O)=O)(O)=O)[C@@H](O)[C@H]3O)C=2N=1.